This data is from Catalyst prediction with 721,799 reactions and 888 catalyst types from USPTO. The task is: Predict which catalyst facilitates the given reaction. (1) Reactant: C(OC([N:8]1[CH2:12][C@@H:11]([CH2:13][NH:14][C:15](=[O:29])[C:16]2[CH:21]=[CH:20][CH:19]=[C:18]([C:22]([NH:24][S:25]([CH3:28])(=[O:27])=[O:26])=[O:23])[CH:17]=2)[CH2:10][C@H:9]1[C:30]([N:32]1[CH2:36][CH2:35][S:34][CH2:33]1)=[O:31])=O)(C)(C)C.Cl.O1CCOCC1. Product: [CH3:28][S:25]([NH:24][C:22]([C:18]1[CH:17]=[C:16]([CH:21]=[CH:20][CH:19]=1)[C:15]([NH:14][CH2:13][C@H:11]1[CH2:10][C@@H:9]([C:30]([N:32]2[CH2:36][CH2:35][S:34][CH2:33]2)=[O:31])[NH:8][CH2:12]1)=[O:29])=[O:23])(=[O:26])=[O:27]. The catalyst class is: 5. (2) Reactant: C([C@@H]1COC(=O)N1[C:14]([C@H:16]1[C@H:20]([C:21]2[CH:26]=[CH:25][C:24]([Cl:27])=[C:23]([Cl:28])[CH:22]=2)[CH2:19][N:18]([C:29]([O:31][C:32]([CH3:35])([CH3:34])[CH3:33])=[O:30])[CH2:17]1)=[O:15])C1C=CC=CC=1.[OH-].[Li+].C(O)(=O)CC(CC(O)=O)(C(O)=O)[OH:41]. Product: [C:32]([O:31][C:29]([N:18]1[CH2:19][C@@H:20]([C:21]2[CH:26]=[CH:25][C:24]([Cl:27])=[C:23]([Cl:28])[CH:22]=2)[C@H:16]([C:14]([OH:41])=[O:15])[CH2:17]1)=[O:30])([CH3:33])([CH3:34])[CH3:35]. The catalyst class is: 1. (3) Reactant: Cl.[CH2:2]([N:9]1[CH2:15][CH2:14][C:13](Cl)=[C:12]([CH:17]=O)[CH2:11][CH2:10]1)[C:3]1[CH:8]=[CH:7][CH:6]=[CH:5][CH:4]=1.[CH:19]1[CH:24]=[CH:23][C:22]([N:25]=[C:26]([NH2:28])[NH2:27])=[CH:21][CH:20]=1.C(O)(O)=O.C([O-])C.[Na+]. Product: [CH2:2]([N:9]1[CH2:10][CH2:11][C:12]2[CH:17]=[N:27][C:26]([NH:25][C:22]3[CH:23]=[CH:24][CH:19]=[CH:20][CH:21]=3)=[N:28][C:13]=2[CH2:14][CH2:15]1)[C:3]1[CH:8]=[CH:7][CH:6]=[CH:5][CH:4]=1. The catalyst class is: 8. (4) Reactant: [CH3:1][O:2][C:3]([C:5]1[S:15][C:8]2=[CH:9][N:10]=[C:11]([Cl:14])[C:12](Br)=[C:7]2[CH:6]=1)=[O:4]. Product: [CH3:1][O:2][C:3]([C:5]1[S:15][C:8]2=[CH:9][N:10]=[C:11]([Cl:14])[CH:12]=[C:7]2[CH:6]=1)=[O:4]. The catalyst class is: 50. (5) Reactant: C([O:6][C:7]1[C:13]([Cl:14])=[C:12]([Cl:15])[C:10]([OH:11])=[C:9]([Cl:16])[C:8]=1[Cl:17])CCCC.Cl[C:19]1[C:20](=O)[C:21](C#N)=C(C#N)[C:23](=O)[C:24]=1Cl. Product: [CH2:23]([C:13]1([Cl:14])[CH:12]([Cl:15])[C:10](=[O:11])[C:9]([Cl:16])=[C:8]([Cl:17])[C:7]1=[O:6])[CH2:24][CH2:19][CH2:20][CH3:21]. The catalyst class is: 5. (6) Reactant: [OH:1][C@@H:2]1[CH2:6][N:5]([C:7]([O:9][C:10]([CH3:13])([CH3:12])[CH3:11])=[O:8])[C@H:4]([C:14]([O:16][CH2:17][CH2:18][Si:19]([CH3:22])([CH3:21])[CH3:20])=[O:15])[CH2:3]1.[C:23]1([C:29]2[NH:30][C:31]3[C:36]([C:37](=O)[CH:38]=2)=[CH:35][C:34]([CH:40]=[CH2:41])=[CH:33][CH:32]=3)[CH:28]=[CH:27][CH:26]=[CH:25][CH:24]=1.C1C=CC(P(C2C=CC=CC=2)C2C=CC=CC=2)=CC=1.CCOC(/N=N/C(OCC)=O)=O. Product: [C:23]1([C:29]2[CH:38]=[C:37]([O:1][C@H:2]3[CH2:6][N:5]([C:7]([O:9][C:10]([CH3:12])([CH3:13])[CH3:11])=[O:8])[C@H:4]([C:14]([O:16][CH2:17][CH2:18][Si:19]([CH3:22])([CH3:21])[CH3:20])=[O:15])[CH2:3]3)[C:36]3[C:31](=[CH:32][CH:33]=[C:34]([CH:40]=[CH2:41])[CH:35]=3)[N:30]=2)[CH:28]=[CH:27][CH:26]=[CH:25][CH:24]=1. The catalyst class is: 1.